This data is from Reaction yield outcomes from USPTO patents with 853,638 reactions. The task is: Predict the reaction yield, written as a fraction of the theoretical maximum amount of product (1.0 means a 100% yield; for example, 0.34 means a 34% yield). (1) The reactants are [Zn]([CH2:4][CH3:5])CC.[C:6]1([CH:12]=[O:13])[CH2:11][CH2:10][CH2:9][CH2:8][CH:7]=1. No catalyst specified. The product is [C:6]1([C@@H:12]([OH:13])[CH2:4][CH3:5])[CH2:11][CH2:10][CH2:9][CH2:8][CH:7]=1. The yield is 0.900. (2) The reactants are O1CCOCC1.[C:7]([C:9]1[CH:10]=[C:11]([CH:23]=[CH:24][C:25]=1[O:26][CH2:27][CH:28]([CH3:30])[CH3:29])[C:12]([NH:14][C:15]1[CH:20]=[CH:19][CH:18]=[C:17]([O:21][CH3:22])[CH:16]=1)=[S:13])#[N:8].[OH-].[K+]. The catalyst is [Fe-3](C#N)(C#N)(C#N)(C#N)(C#N)C#N.[K+].[K+].[K+].O. The product is [C:7]([C:9]1[CH:10]=[C:11]([C:12]2[S:13][C:16]3[C:17]([O:21][CH3:22])=[CH:18][CH:19]=[CH:20][C:15]=3[N:14]=2)[CH:23]=[CH:24][C:25]=1[O:26][CH2:27][CH:28]([CH3:30])[CH3:29])#[N:8]. The yield is 0.360. (3) The reactants are [O:1]=[C:2]1[C:11]2[C:6](=[CH:7][CH:8]=[CH:9][CH:10]=2)[N:5]=[C:4]([CH2:12][CH2:13][CH2:14][C:15]([OH:17])=O)[NH:3]1.FC(F)(F)C(O)=O.[CH3:25][O:26][C:27]1[CH:28]=[C:29]([C:33]2[O:34][C:35]([CH:38]3[CH2:43][CH2:42][NH:41][CH2:40][CH2:39]3)=[N:36][N:37]=2)[CH:30]=[CH:31][CH:32]=1. No catalyst specified. The product is [CH3:25][O:26][C:27]1[CH:28]=[C:29]([C:33]2[O:34][C:35]([CH:38]3[CH2:43][CH2:42][N:41]([C:15](=[O:17])[CH2:14][CH2:13][CH2:12][C:4]4[NH:3][C:2](=[O:1])[C:11]5[C:6](=[CH:7][CH:8]=[CH:9][CH:10]=5)[N:5]=4)[CH2:40][CH2:39]3)=[N:36][N:37]=2)[CH:30]=[CH:31][CH:32]=1. The yield is 0.400. (4) The reactants are Cl[C:2]1[NH:3][C:4]([C:12]2[CH:17]=[CH:16][CH:15]=[CH:14][CH:13]=2)=[C:5]([F:11])[C:6]=1[C:7]([O:9][CH3:10])=[O:8].C(N(CC)CC)C. The catalyst is CO.[C].[Pd]. The product is [F:11][C:5]1[C:6]([C:7]([O:9][CH3:10])=[O:8])=[CH:2][NH:3][C:4]=1[C:12]1[CH:17]=[CH:16][CH:15]=[CH:14][CH:13]=1. The yield is 0.870.